Dataset: Full USPTO retrosynthesis dataset with 1.9M reactions from patents (1976-2016). Task: Predict the reactants needed to synthesize the given product. Given the product [C:13]1([C:9]2[CH:10]=[CH:11][CH:12]=[C:7]([C:1]3[CH:2]=[CH:3][CH:4]=[CH:5][CH:6]=3)[C:8]=2[N:19]2[CH:23]=[CH:22][N:21]=[C:20]2[C:24]2[CH:29]=[C:28]([CH3:30])[CH:27]=[C:26]([O:31][P:33]([C:40]3[CH:41]=[CH:42][CH:43]=[CH:44][CH:45]=3)[C:34]3[CH:39]=[CH:38][CH:37]=[CH:36][CH:35]=3)[CH:25]=2)[CH:14]=[CH:15][CH:16]=[CH:17][CH:18]=1, predict the reactants needed to synthesize it. The reactants are: [C:1]1([C:7]2[CH:12]=[CH:11][CH:10]=[C:9]([C:13]3[CH:18]=[CH:17][CH:16]=[CH:15][CH:14]=3)[C:8]=2[N:19]2[CH:23]=[CH:22][N:21]=[C:20]2[C:24]2[CH:25]=[C:26]([OH:31])[CH:27]=[C:28]([CH3:30])[CH:29]=2)[CH:6]=[CH:5][CH:4]=[CH:3][CH:2]=1.Cl[P:33]([C:40]1[CH:45]=[CH:44][CH:43]=[CH:42][CH:41]=1)[C:34]1[CH:39]=[CH:38][CH:37]=[CH:36][CH:35]=1.C(N(CC)CC)C.